Dataset: Full USPTO retrosynthesis dataset with 1.9M reactions from patents (1976-2016). Task: Predict the reactants needed to synthesize the given product. (1) Given the product [C:42]([NH:45][C:14]([N:34]1[C@@H:35]2[CH2:39][N:38]([CH2:37][CH2:36]2)[C:32]2[CH:31]=[CH:30][C:29]([C:26]3[CH:27]=[N:28][C:23]([CH3:22])=[CH:24][CH:25]=3)=[N:40][C:33]1=2)=[O:20])([CH3:44])([CH3:43])[CH3:41], predict the reactants needed to synthesize it. The reactants are: CCN(C(C)C)C(C)C.ClC(Cl)(O[C:14](=[O:20])OC(Cl)(Cl)Cl)Cl.[CH3:22][C:23]1[N:28]=[CH:27][C:26]([C:29]2[CH:30]=[CH:31][C:32]3[N:38]4[CH2:39][C@H:35]([CH2:36][CH2:37]4)[NH:34][C:33]=3[N:40]=2)=[CH:25][CH:24]=1.[CH3:41][C:42]([NH2:45])([CH3:44])[CH3:43]. (2) Given the product [Cl:32][C:28]1[CH:27]=[C:26]([NH:33][C:34]([N:15]2[CH2:16][CH2:17][N:12]([C:10]3[S:9][N:8]=[C:7]([C:1]4[CH:2]=[CH:3][CH:4]=[CH:5][CH:6]=4)[N:11]=3)[CH2:13][CH2:14]2)=[O:35])[CH:25]=[C:30]([Cl:31])[N:29]=1, predict the reactants needed to synthesize it. The reactants are: [C:1]1([C:7]2[N:11]=[C:10]([N:12]3[CH2:17][CH2:16][NH:15][CH2:14][CH2:13]3)[S:9][N:8]=2)[CH:6]=[CH:5][CH:4]=[CH:3][CH:2]=1.C(N(CC)CC)C.[CH:25]1[C:30]([Cl:31])=[N:29][C:28]([Cl:32])=[CH:27][C:26]=1[N:33]=[C:34]=[O:35]. (3) Given the product [CH3:5][O:6][C:7](=[O:14])[CH2:8][CH2:9][C:10]([CH2:12][Cl:3])=[O:11], predict the reactants needed to synthesize it. The reactants are: BrBr.[Cl:3]Cl.[CH3:5][O:6][C:7](=[O:14])[CH2:8][CH2:9][C:10]([CH2:12]Br)=[O:11]. (4) Given the product [C:28]([C:27]([CH3:31])([CH3:30])[C@@H:26]([NH:25][C:13]([C:12]1[C:6]2[C:7](=[N:8][CH:9]=[C:4]([CH:1]3[CH2:3][CH2:2]3)[N:5]=2)[N:10]([CH2:16][O:17][CH2:18][CH2:19][Si:20]([CH3:21])([CH3:22])[CH3:23])[CH:11]=1)=[O:14])[CH3:32])#[N:29].[C:28]([C:27]([CH3:31])([CH3:30])[C@H:26]([NH:25][C:13]([C:12]1[C:6]2[C:7](=[N:8][CH:9]=[C:4]([CH:1]3[CH2:3][CH2:2]3)[N:5]=2)[N:10]([CH2:16][O:17][CH2:18][CH2:19][Si:20]([CH3:21])([CH3:22])[CH3:23])[CH:11]=1)=[O:14])[CH3:32])#[N:29], predict the reactants needed to synthesize it. The reactants are: [CH:1]1([C:4]2[N:5]=[C:6]3[C:12]([C:13](O)=[O:14])=[CH:11][N:10]([CH2:16][O:17][CH2:18][CH2:19][Si:20]([CH3:23])([CH3:22])[CH3:21])[C:7]3=[N:8][CH:9]=2)[CH2:3][CH2:2]1.Cl.[NH2:25][CH:26]([CH3:32])[C:27]([CH3:31])([CH3:30])[C:28]#[N:29].C(Cl)CCl.C1C=CC2N(O)N=NC=2C=1.CCN(C(C)C)C(C)C. (5) Given the product [CH3:1][O:2][C:3]1[CH:4]=[C:5]2[C:10](=[CH:11][C:12]=1[O:13][CH3:14])[N:9]([CH2:63][CH2:64][N:65]1[CH2:70][CH2:69][CH:68]([NH:71][C:72](=[O:78])[O:73][C:74]([CH3:77])([CH3:76])[CH3:75])[CH2:67][CH2:66]1)[C:8](=[O:15])[CH:7]=[N:6]2, predict the reactants needed to synthesize it. The reactants are: [CH3:1][O:2][C:3]1[CH:4]=[C:5]2[C:10](=[CH:11][C:12]=1[O:13][CH3:14])[NH:9][C:8](=[O:15])[CH:7]=[N:6]2.[H-].[Na+].FC1C=C2C(C=CC(=O)N2CCN2CCC(NCC3C=CC4OCC(=O)NC=4N=3)CC2)=CC=1.COC1C=C2C(C=CC(=O)N2[CH2:63][CH2:64][N:65]2[CH2:70][CH2:69][CH:68]([NH:71][C:72](=[O:78])[O:73][C:74]([CH3:77])([CH3:76])[CH3:75])[CH2:67][CH2:66]2)=CC=1. (6) Given the product [S:1]1[C:5]2[CH:6]=[CH:7][CH:8]=[CH:9][C:4]=2[N:3]=[C:2]1[S:10][CH2:11][C:12]([N:15]1[CH2:21][CH2:20][CH2:19][C:18](=[O:22])[C:17]2[CH:23]=[CH:24][CH:25]=[CH:26][C:16]1=2)=[O:14], predict the reactants needed to synthesize it. The reactants are: [S:1]1[C:5]2[CH:6]=[CH:7][CH:8]=[CH:9][C:4]=2[N:3]=[C:2]1[S:10][CH2:11][C:12]([OH:14])=O.[NH:15]1[CH2:21][CH2:20][CH2:19][C:18](=[O:22])[C:17]2[CH:23]=[CH:24][CH:25]=[CH:26][C:16]1=2. (7) Given the product [NH2:37]/[C:28](/[CH2:29][CH2:30][CH3:31])=[C:23](/[CH2:22][C:19]1[CH:20]=[N:21][C:16]([C:11]2[CH:12]=[CH:13][CH:14]=[CH:15][C:10]=2[C:8]#[N:9])=[CH:17][CH:18]=1)\[C:24]([O:26][CH3:27])=[O:25], predict the reactants needed to synthesize it. The reactants are: C1(C)C=CC=CC=1.[C:8]([C:10]1[CH:15]=[CH:14][CH:13]=[CH:12][C:11]=1[C:16]1[N:21]=[CH:20][C:19]([CH2:22][CH:23]([C:28](=O)[CH2:29][CH2:30][CH3:31])[C:24]([O:26][CH3:27])=[O:25])=[CH:18][CH:17]=1)#[N:9].C([O-])(=O)C.[NH4+:37].C(=O)([O-])O.[Na+]. (8) The reactants are: [Cl:1][C:2]1C=[C:4]([CH:41]=[CH:42][C:43]=1Cl)[CH2:5][NH:6][C:7]1[CH:8]=[CH:9][C:10]([O:13][C:14]2[CH:19]=[CH:18][C:17]([CH2:20][NH:21][CH2:22][C:23]([N:25]3[CH2:30][CH2:29][N:28]([CH2:31][C:32]4[CH:40]=CC5O[CH2:36][O:35][C:34]=5[CH:33]=4)[CH2:27][CH2:26]3)=[O:24])=[CH:16][CH:15]=2)=[N:11][CH:12]=1.[CH:45](=O)C.C(O[BH-](O[C:58](=[O:60])[CH3:59])OC(=O)C)(=O)C.[Na+].C(O)(=O)C.Cl[CH:67]([Cl:69])[CH3:68]. Given the product [Cl:1][C:2]1[CH:43]=[C:42]([CH:45]=[CH:68][C:67]=1[Cl:69])[CH2:41][CH2:4][CH2:5][NH:6][C:7]1[CH:8]=[CH:9][C:10]([O:13][C:14]2[CH:19]=[CH:18][C:17]([CH2:20][NH:21][CH2:22][C:23]([N:25]3[CH2:30][CH2:29][N:28]([CH2:31][C:32]4[CH:40]=[CH:59][C:58]5[O:60][CH2:36][O:35][C:34]=5[CH:33]=4)[CH2:27][CH2:26]3)=[O:24])=[CH:16][CH:15]=2)=[N:11][CH:12]=1, predict the reactants needed to synthesize it.